From a dataset of Reaction yield outcomes from USPTO patents with 853,638 reactions. Predict the reaction yield, written as a fraction of the theoretical maximum amount of product (1.0 means a 100% yield; for example, 0.34 means a 34% yield). (1) The reactants are [F:1][C:2]1[CH:7]=[CH:6][C:5]([C:8]2[CH:22]=[C:21]([CH2:23][N:24]([CH3:35])[S:25]([C:28]3[CH:33]=[CH:32][C:31]([F:34])=[CH:30][CH:29]=3)(=[O:27])=[O:26])[CH:20]=[CH:19][C:9]=2[O:10][CH2:11][C:12]([O:14]C(C)(C)C)=[O:13])=[CH:4][C:3]=1[S:36]([CH3:39])(=[O:38])=[O:37]. The catalyst is C(O)(C(F)(F)F)=O.C(Cl)Cl. The product is [F:1][C:2]1[CH:7]=[CH:6][C:5]([C:8]2[CH:22]=[C:21]([CH2:23][N:24]([CH3:35])[S:25]([C:28]3[CH:33]=[CH:32][C:31]([F:34])=[CH:30][CH:29]=3)(=[O:26])=[O:27])[CH:20]=[CH:19][C:9]=2[O:10][CH2:11][C:12]([OH:14])=[O:13])=[CH:4][C:3]=1[S:36]([CH3:39])(=[O:38])=[O:37]. The yield is 0.730. (2) The reactants are [C:1]([C:3]1[CH:8]=[CH:7][CH:6]=[CH:5][C:4]=1[C:9]1[CH:14]=[CH:13][C:12]([CH2:15][CH:16]([C:22](=O)[CH2:23][CH2:24][CH3:25])[C:17](OCC)=[O:18])=[CH:11][CH:10]=1)#[N:2].[CH:27]1([NH:31][C:32]2[NH:36][C:35]([CH3:37])=[N:34][N:33]=2)[CH2:30][CH2:29][CH2:28]1. No catalyst specified. The product is [CH:27]1([N:31]2[C:17](=[O:18])[C:16]([CH2:15][C:12]3[CH:13]=[CH:14][C:9]([C:4]4[C:3]([C:1]#[N:2])=[CH:8][CH:7]=[CH:6][CH:5]=4)=[CH:10][CH:11]=3)=[C:22]([CH2:23][CH2:24][CH3:25])[N:33]3[N:34]=[C:35]([CH3:37])[N:36]=[C:32]23)[CH2:28][CH2:29][CH2:30]1. The yield is 0.520. (3) The catalyst is CO. The product is [Br:1][C:2]1[N:7]=[C:6]([CH2:8][OH:9])[C:5]([N:10]([CH:13]2[CH2:18][CH2:17][CH2:16][CH2:15][CH2:14]2)[CH2:11][CH3:12])=[N:4][CH:3]=1. The reactants are [Br:1][C:2]1[N:7]=[C:6]([CH:8]=[O:9])[C:5]([N:10]([CH:13]2[CH2:18][CH2:17][CH2:16][CH2:15][CH2:14]2)[CH2:11][CH3:12])=[N:4][CH:3]=1.[BH4-].[Na+]. The yield is 0.500. (4) The reactants are [C:1]1([S:7]([C:10]([CH:15]2[CH2:27][CH2:26][C:25]3[C:24]4[C:19](=[CH:20][CH:21]=[C:22]([Cl:28])[CH:23]=4)[N:18](COC)[C:17]=3[CH2:16]2)([CH3:14])[CH2:11][O:12][CH3:13])(=[O:9])=[O:8])[CH:6]=[CH:5][CH:4]=[CH:3][CH:2]=1.C([O-])(O)=O.[Na+]. The catalyst is CO.C1COCC1.Cl. The product is [C:1]1([S:7]([C:10]([CH:15]2[CH2:27][CH2:26][C:25]3[C:24]4[C:19](=[CH:20][CH:21]=[C:22]([Cl:28])[CH:23]=4)[NH:18][C:17]=3[CH2:16]2)([CH3:14])[CH2:11][O:12][CH3:13])(=[O:9])=[O:8])[CH:6]=[CH:5][CH:4]=[CH:3][CH:2]=1. The yield is 0.130. (5) The yield is 0.920. The reactants are [Cl:1][C:2]1[CH:12]=[C:11]([N+:13]([O-])=O)[C:5]2[O:6][CH2:7][C:8](=[O:10])[NH:9][C:4]=2[CH:3]=1. The catalyst is [Pd].O1CCCC1. The product is [NH2:13][C:11]1[C:5]2[O:6][CH2:7][C:8](=[O:10])[NH:9][C:4]=2[CH:3]=[C:2]([Cl:1])[CH:12]=1. (6) The reactants are Br[CH:2]=[C:3]1[CH2:8][CH2:7][N:6]([C:9]([O:11][C:12]([CH3:15])([CH3:14])[CH3:13])=[O:10])[CH2:5][CH2:4]1.[OH:16][C:17]1[CH:18]=[C:19](B(O)O)[CH:20]=[CH:21][CH:22]=1.P([O-])([O-])([O-])=O.[K+].[K+].[K+].O. The catalyst is C1COCC1. The product is [OH:16][C:17]1[CH:22]=[C:21]([CH:20]=[CH:19][CH:18]=1)[CH:2]=[C:3]1[CH2:8][CH2:7][N:6]([C:9]([O:11][C:12]([CH3:15])([CH3:14])[CH3:13])=[O:10])[CH2:5][CH2:4]1. The yield is 0.660.